Dataset: Catalyst prediction with 721,799 reactions and 888 catalyst types from USPTO. Task: Predict which catalyst facilitates the given reaction. (1) Reactant: [Cl:1][C:2]1[C:7]([CH3:8])=[C:6]([S:9][CH:10]2[CH2:15][CH2:14][NH:13][CH2:12][CH2:11]2)[N:5]=[CH:4][N:3]=1.C(N(CC)CC)C.Cl[C:24]([O:26][CH:27]([CH3:29])[CH3:28])=[O:25]. Product: [CH:27]([O:26][C:24]([N:13]1[CH2:14][CH2:15][CH:10]([S:9][C:6]2[C:7]([CH3:8])=[C:2]([Cl:1])[N:3]=[CH:4][N:5]=2)[CH2:11][CH2:12]1)=[O:25])([CH3:29])[CH3:28]. The catalyst class is: 23. (2) The catalyst class is: 4. Reactant: CC1(C)[N:6](C(OC(C)(C)C)=O)[C@:5]([CH3:20])([C:14]2[S:15][C:16]([CH3:19])=[N:17][N:18]=2)[CH2:4][O:3]1.[F:22][C:23]([F:28])([F:27])[C:24]([OH:26])=[O:25]. Product: [F:22][C:23]([F:28])([F:27])[C:24]([OH:26])=[O:25].[NH2:6][C@@:5]([C:14]1[S:15][C:16]([CH3:19])=[N:17][N:18]=1)([CH3:20])[CH2:4][OH:3]. (3) Reactant: [CH3:1][N:2]1[C:6]([CH3:7])=[C:5]([CH3:8])[C:4](=[O:9])[N:3]1[C:10]1[CH:15]=[CH:14][CH:13]=[CH:12][CH:11]=1.[Br:16]N1C(=O)CCC1=O. Product: [Br:16][CH2:7][C:6]1[N:2]([CH3:1])[N:3]([C:10]2[CH:15]=[CH:14][CH:13]=[CH:12][CH:11]=2)[C:4](=[O:9])[C:5]=1[CH3:8]. The catalyst class is: 53. (4) Reactant: [CH2:1]([O:3][C:4]([CH:6]1[CH2:11][CH2:10][N:9]([CH2:12][C:13]2[S:17][C:16]([NH:18]C(OC(C)(C)C)=O)=[N:15][CH:14]=2)[CH2:8][CH2:7]1)=[O:5])[CH3:2]. Product: [CH2:1]([O:3][C:4]([CH:6]1[CH2:7][CH2:8][N:9]([CH2:12][C:13]2[S:17][C:16]([NH2:18])=[N:15][CH:14]=2)[CH2:10][CH2:11]1)=[O:5])[CH3:2]. The catalyst class is: 157. (5) Reactant: CC1(C)C(C)(C)OB([C:9]2[CH:14]=[CH:13][C:12]([C:15]([F:18])([F:17])[F:16])=[CH:11][CH:10]=2)O1.Br[C:21]1[CH:22]=[N:23][CH:24]=[C:25]([CH:28]=1)[C:26]#[N:27].C(=O)([O-])[O-].[K+].[K+].O. Product: [F:18][C:15]([F:16])([F:17])[C:12]1[CH:11]=[CH:10][C:9]([C:21]2[CH:22]=[N:23][CH:24]=[C:25]([CH:28]=2)[C:26]#[N:27])=[CH:14][CH:13]=1. The catalyst class is: 128. (6) Reactant: C[O:2][C:3](=[O:39])[C:4]1[CH:16]=[CH:15][C:14]([O:17][CH2:18][CH2:19][CH2:20][CH2:21][CH2:22][CH2:23][CH2:24][CH2:25][CH2:26][CH2:27][CH2:28][CH2:29][CH2:30][CH2:31][C:32]([O:34][C:35]([CH3:38])([CH3:37])[CH3:36])=[O:33])=[C:6]([C:7]([O:9][C:10]([CH3:13])([CH3:12])[CH3:11])=[O:8])[CH:5]=1.[OH-].[Na+].Cl.O. Product: [C:10]([O:9][C:7](=[O:8])[C:6]1[CH:5]=[C:4]([CH:16]=[CH:15][C:14]=1[O:17][CH2:18][CH2:19][CH2:20][CH2:21][CH2:22][CH2:23][CH2:24][CH2:25][CH2:26][CH2:27][CH2:28][CH2:29][CH2:30][CH2:31][C:32]([O:34][C:35]([CH3:38])([CH3:37])[CH3:36])=[O:33])[C:3]([OH:39])=[O:2])([CH3:13])([CH3:12])[CH3:11]. The catalyst class is: 5. (7) Reactant: C(OC([N:8]1[CH2:12][C@@H:11]([CH2:13][N:14]([CH:31]([CH3:33])[CH3:32])[C:15](=[O:30])[C:16]2[CH:21]=[CH:20][C:19]([O:22][CH3:23])=[C:18]([O:24][CH2:25][CH2:26][CH2:27][O:28][CH3:29])[CH:17]=2)[C@H:10]([OH:34])[CH2:9]1)=O)(C)(C)C.[F:35][C:36]([F:47])([F:46])[O:37][C:38]1[CH:39]=[C:40]([CH:43]=[CH:44][CH:45]=1)[CH2:41]Br.CC#N.O.CC#N. Product: [CH:31]([N:14]([CH2:13][C@H:11]1[C@H:10]([O:34][CH2:41][C:40]2[CH:43]=[CH:44][CH:45]=[C:38]([O:37][C:36]([F:35])([F:46])[F:47])[CH:39]=2)[CH2:9][NH:8][CH2:12]1)[C:15](=[O:30])[C:16]1[CH:21]=[CH:20][C:19]([O:22][CH3:23])=[C:18]([O:24][CH2:25][CH2:26][CH2:27][O:28][CH3:29])[CH:17]=1)([CH3:32])[CH3:33]. The catalyst class is: 6. (8) Reactant: CS[C:3]([S:9][CH3:10])=[C:4]([C:7]#[N:8])[C:5]#[N:6].[C:11]([C:15]1[CH:21]=[CH:20][C:18]([NH2:19])=[CH:17][CH:16]=1)([CH3:14])([CH3:13])[CH3:12]. Product: [C:11]([C:15]1[CH:16]=[CH:17][C:18]([NH:19][C:3](=[C:4]([C:7]#[N:8])[C:5]#[N:6])[S:9][CH3:10])=[CH:20][CH:21]=1)([CH3:14])([CH3:12])[CH3:13]. The catalyst class is: 14.